The task is: Regression. Given a peptide amino acid sequence and an MHC pseudo amino acid sequence, predict their binding affinity value. This is MHC class I binding data.. This data is from Peptide-MHC class I binding affinity with 185,985 pairs from IEDB/IMGT. (1) The peptide sequence is AMDTHLYFE. The MHC is HLA-A80:01 with pseudo-sequence HLA-A80:01. The binding affinity (normalized) is 0.0847. (2) The binding affinity (normalized) is 0. The MHC is HLA-A33:01 with pseudo-sequence HLA-A33:01. The peptide sequence is ATSTGNYNY. (3) The peptide sequence is FMKSRVYSI. The MHC is BoLA-T2b with pseudo-sequence BoLA-T2b. The binding affinity (normalized) is 0.0641. (4) The peptide sequence is EKTQYTNDF. The MHC is HLA-A30:01 with pseudo-sequence HLA-A30:01. The binding affinity (normalized) is 0.334.